From a dataset of Forward reaction prediction with 1.9M reactions from USPTO patents (1976-2016). Predict the product of the given reaction. (1) Given the reactants [F:1][C:2]1[CH:3]=[C:4]([C@H:8]2[CH2:12][C@@H:11](OS(C)(=O)=O)[CH2:10][N:9]2[C:18]([O:20][C:21]([CH3:24])([CH3:23])[CH3:22])=[O:19])[CH:5]=[CH:6][CH:7]=1.[C-:25]#[N:26].[K+], predict the reaction product. The product is: [C:25]([C@@H:11]1[CH2:10][N:9]([C:18]([O:20][C:21]([CH3:24])([CH3:23])[CH3:22])=[O:19])[C@@H:8]([C:4]2[CH:5]=[CH:6][CH:7]=[C:2]([F:1])[CH:3]=2)[CH2:12]1)#[N:26]. (2) Given the reactants [CH2:1]([N:8]1[C:12]([CH2:13][CH:14]([C:19](=O)[CH2:20][CH3:21])[C:15](=O)[CH2:16][CH3:17])=[CH:11][N:10]=[CH:9]1)[C:2]1[CH:7]=[CH:6][CH:5]=[CH:4][CH:3]=1.O.[NH2:24][NH2:25], predict the reaction product. The product is: [CH2:1]([N:8]1[C:12]([CH2:13][C:14]2[C:19]([CH2:20][CH3:21])=[N:24][NH:25][C:15]=2[CH2:16][CH3:17])=[CH:11][N:10]=[CH:9]1)[C:2]1[CH:7]=[CH:6][CH:5]=[CH:4][CH:3]=1. (3) Given the reactants [CH3:1][S:2][C:3]1[C:8]2[CH:9]=[C:10]3[N:14]([C:7]=2[CH:6]=[CH:5][N:4]=1)[CH2:13][CH2:12][CH:11]3[CH:15](C(OC)=O)[C:16]([O:18][CH3:19])=[O:17].CS(C)=O.[Na+].[Cl-], predict the reaction product. The product is: [CH3:1][S:2][C:3]1[C:8]2[CH:9]=[C:10]3[N:14]([C:7]=2[CH:6]=[CH:5][N:4]=1)[CH2:13][CH2:12][CH:11]3[CH2:15][C:16]([O:18][CH3:19])=[O:17]. (4) Given the reactants [F:1][C:2]([F:21])([F:20])[C:3]1[CH:19]=[CH:18][C:6]2[N:7]=[C:8]([N:10]3[CH2:15][CH2:14][CH:13]([C:16]#[N:17])[CH2:12][CH2:11]3)[S:9][C:5]=2[CH:4]=1.C[Si]([N-][Si](C)(C)C)(C)C.[Li+].Br[CH2:33][CH2:34][O:35][Si:36]([C:39]([CH3:42])([CH3:41])[CH3:40])([CH3:38])[CH3:37], predict the reaction product. The product is: [Si:36]([O:35][CH2:34][CH2:33][C:13]1([C:16]#[N:17])[CH2:14][CH2:15][N:10]([C:8]2[S:9][C:5]3[CH:4]=[C:3]([C:2]([F:1])([F:20])[F:21])[CH:19]=[CH:18][C:6]=3[N:7]=2)[CH2:11][CH2:12]1)([C:39]([CH3:42])([CH3:41])[CH3:40])([CH3:38])[CH3:37].